This data is from Forward reaction prediction with 1.9M reactions from USPTO patents (1976-2016). The task is: Predict the product of the given reaction. Given the reactants [Cl:1][C:2]1[CH:10]=[CH:9][CH:8]=[C:7]([Cl:11])[C:3]=1[CH:4]=[N:5][OH:6].ClN1C(=O)CCC1=O.[CH3:20][CH:21]([CH2:30][CH3:31])[C:22](=O)[CH2:23][C:24](OCC)=[O:25].[O-]CC.[Na+].C(O)C.[H-].C([Al+]CC(C)C)C(C)C.C1(C)C=CC=CC=1.[C@H](O)(C([O-])=O)[C@@H](O)C([O-])=O.[Na+].[K+], predict the reaction product. The product is: [Cl:1][C:2]1[CH:10]=[CH:9][CH:8]=[C:7]([Cl:11])[C:3]=1[C:4]1[C:23]([CH2:24][OH:25])=[C:22]([C@H:21]([CH3:20])[CH2:30][CH3:31])[O:6][N:5]=1.